This data is from Catalyst prediction with 721,799 reactions and 888 catalyst types from USPTO. The task is: Predict which catalyst facilitates the given reaction. (1) Product: [CH2:1]([O:3][C:4](=[O:14])[CH2:5][C:6]1[CH:11]=[C:10]([O:12][S:28]([C:31]([F:34])([F:33])[F:32])(=[O:30])=[O:29])[CH:9]=[CH:8][C:7]=1[Cl:13])[CH3:2]. Reactant: [CH2:1]([O:3][C:4](=[O:14])[CH2:5][C:6]1[CH:11]=[C:10]([OH:12])[CH:9]=[CH:8][C:7]=1[Cl:13])[CH3:2].C(=O)([O-])[O-].[Cs+].[Cs+].C1C=CC(N([S:28]([C:31]([F:34])([F:33])[F:32])(=[O:30])=[O:29])[S:28]([C:31]([F:34])([F:33])[F:32])(=[O:30])=[O:29])=CC=1. The catalyst class is: 3. (2) Reactant: [Cl:1][C:2]1[CH:7]=[CH:6][C:5]([CH:8]([C:29]2[CH:34]=[CH:33][CH:32]=[CH:31][CH:30]=2)[N:9]2[CH2:12][CH:11]([CH2:13][O:14][C:15]3[C:24]([CH:25]4[CH2:27][CH2:26]4)=[CH:23][C:18]([C:19]([O:21]C)=[O:20])=[C:17]([F:28])[CH:16]=3)[CH2:10]2)=[CH:4][CH:3]=1.[OH-].[Li+]. Product: [Cl:1][C:2]1[CH:3]=[CH:4][C:5]([CH:8]([C:29]2[CH:34]=[CH:33][CH:32]=[CH:31][CH:30]=2)[N:9]2[CH2:12][CH:11]([CH2:13][O:14][C:15]3[C:24]([CH:25]4[CH2:27][CH2:26]4)=[CH:23][C:18]([C:19]([OH:21])=[O:20])=[C:17]([F:28])[CH:16]=3)[CH2:10]2)=[CH:6][CH:7]=1. The catalyst class is: 249. (3) Reactant: [OH:1][C:2]1[CH:3]=[C:4]([CH:7]=[CH:8][C:9]=1[OH:10])[CH:5]=[O:6].[H-].[Na+].[C:13](OC(=O)C)(=[O:15])[CH3:14].Cl. Product: [CH:5]([C:4]1[CH:7]=[CH:8][C:9]([OH:10])=[C:2]([O:1][C:13](=[O:15])[CH3:14])[CH:3]=1)=[O:6]. The catalyst class is: 9. (4) Reactant: [OH:1][C:2]1[CH:9]=[CH:8][C:5]([CH:6]=[O:7])=[CH:4][CH:3]=1.C(=O)([O-])[O-].[K+].[K+].Br[CH2:17][CH2:18][CH2:19][CH3:20]. Product: [CH2:17]([O:1][C:2]1[CH:9]=[CH:8][C:5]([CH:6]=[O:7])=[CH:4][CH:3]=1)[CH2:18][CH2:19][CH3:20]. The catalyst class is: 9.